This data is from Full USPTO retrosynthesis dataset with 1.9M reactions from patents (1976-2016). The task is: Predict the reactants needed to synthesize the given product. (1) Given the product [CH3:12][C:11]([C:9]1[NH:8][C:4]2=[N:5][CH:6]=[CH:7][C:2]([B:26]([OH:27])[OH:25])=[C:3]2[CH:10]=1)([CH3:14])[CH3:13], predict the reactants needed to synthesize it. The reactants are: Br[C:2]1[CH:7]=[CH:6][N:5]=[C:4]2[NH:8][C:9]([C:11]([CH3:14])([CH3:13])[CH3:12])=[CH:10][C:3]=12.[H-].[Na+].C([Li])CCC.C([O:25][B:26](OC(C)C)[O:27]C(C)C)(C)C.[NH4+].[Cl-]. (2) The reactants are: [C:1]([O:5][C:6]([N:8]1[CH2:12][CH2:11][C:10](=[O:13])[CH2:9]1)=[O:7])([CH3:4])([CH3:3])[CH3:2].[P:14]([O-:21])([O:18][CH2:19][CH3:20])[O:15][CH2:16][CH3:17]. Given the product [C:1]([O:5][C:6]([N:8]1[CH2:12][CH2:11][C:10]([P:14](=[O:21])([O:18][CH2:19][CH3:20])[O:15][CH2:16][CH3:17])([OH:13])[CH2:9]1)=[O:7])([CH3:4])([CH3:2])[CH3:3], predict the reactants needed to synthesize it.